From a dataset of Reaction yield outcomes from USPTO patents with 853,638 reactions. Predict the reaction yield, written as a fraction of the theoretical maximum amount of product (1.0 means a 100% yield; for example, 0.34 means a 34% yield). The reactants are [CH3:1][O:2][C:3]1[CH:21]=[C:20]([O:22][CH2:23][C:24]2[N:25]=[C:26]([C:29]3(O)[C:38]4[C:33](=[CH:34][CH:35]=[CH:36][CH:37]=4)[O:32][CH2:31][CH2:30]3)[S:27][CH:28]=2)[C:6]2[CH:7]=[C:8]([C:10]3[N:11]=[C:12]4[N:16]([CH:17]=3)[N:15]=[C:14]([O:18][CH3:19])[S:13]4)[O:9][C:5]=2[CH:4]=1.CCN(S(F)(F)F)CC. The catalyst is C(Cl)Cl. The product is [O:32]1[C:33]2[C:38](=[CH:37][CH:36]=[CH:35][CH:34]=2)[C:29]([C:26]2[S:27][CH:28]=[C:24]([CH2:23][O:22][C:20]3[C:6]4[CH:7]=[C:8]([C:10]5[N:11]=[C:12]6[N:16]([CH:17]=5)[N:15]=[C:14]([O:18][CH3:19])[S:13]6)[O:9][C:5]=4[CH:4]=[C:3]([O:2][CH3:1])[CH:21]=3)[N:25]=2)=[CH:30][CH2:31]1. The yield is 0.289.